Task: Predict which catalyst facilitates the given reaction.. Dataset: Catalyst prediction with 721,799 reactions and 888 catalyst types from USPTO (1) Reactant: C(OC(=O)C(OC1C=C(O)C=CC=1CCCC)(C)C)C.C(=O)([O-])[O-].[K+].[K+].C([O:29][C:30](=[O:66])[C:31]([O:34][C:35]1[CH:40]=[C:39]([O:41][CH2:42][CH2:43][C:44]2[N:45]=[C:46]([C:50]3[CH:55]=[CH:54][C:53]([C:56]4[CH:61]=[CH:60][CH:59]=[CH:58][CH:57]=4)=[CH:52][CH:51]=3)[O:47][C:48]=2[CH3:49])[CH:38]=[CH:37][C:36]=1[CH2:62][CH2:63][CH2:64][CH3:65])([CH3:33])[CH3:32])C.[OH-].[Na+]. Product: [C:53]1([C:56]2[CH:57]=[CH:58][CH:59]=[CH:60][CH:61]=2)[CH:52]=[CH:51][C:50]([C:46]2[O:47][C:48]([CH3:49])=[C:44]([CH2:43][CH2:42][O:41][C:39]3[CH:38]=[CH:37][C:36]([CH2:62][CH2:63][CH2:64][CH3:65])=[C:35]([CH:40]=3)[O:34][C:31]([CH3:32])([CH3:33])[C:30]([OH:66])=[O:29])[N:45]=2)=[CH:55][CH:54]=1. The catalyst class is: 8. (2) Reactant: Br[C:2]1[CH:3]=[CH:4][C:5](O)=[C:6]([C:8]2[CH:17]=[CH:16][C:15]3[C:10](=[CH:11][CH:12]=[C:13]([C:18]4[N:22]([CH:23]5[CH2:28][CH2:27][CH2:26][CH2:25][CH2:24]5)[C:21]5[CH:29]=[CH:30][C:31]([C:33]([OH:35])=[O:34])=[CH:32][C:20]=5[N:19]=4)[CH:14]=3)[N:9]=2)[CH:7]=1.C(O[C:40]([C:42]1[CH:65]=CC2N(C3CCCCC3)[C:40]([C:42]3[CH:65]=CC(N)=[C:44](C=O)[CH:43]=3)=N[C:44]=2[CH:43]=1)=O)C.CC1C=C2C(=CC=1)C=C(C(=O)C)C=C2.[OH-].[K+]. Product: [CH:23]1([N:22]2[C:21]3[CH:20]=[CH:32][C:31]([C:33]([OH:35])=[O:34])=[CH:30][C:29]=3[N:19]=[C:18]2[C:13]2[CH:14]=[C:15]3[C:10](=[CH:11][CH:12]=2)[N:9]=[C:8]([C:6]2[CH:5]=[CH:4][C:3]4[C:2](=[CH:44][CH:43]=[C:42]([CH3:65])[CH:40]=4)[CH:7]=2)[CH:17]=[CH:16]3)[CH2:24][CH2:25][CH2:26][CH2:27][CH2:28]1. The catalyst class is: 8. (3) Reactant: C[Si]([C:5]#[C:6][C:7]1[N:12]=[CH:11][C:10]([CH2:13][NH:14][C:15]([C:17]2[C:18]3[CH:19]=[N:20][N:21]([C:26]4[CH:31]=[CH:30][C:29]([F:32])=[CH:28][CH:27]=4)[C:22]=3[CH:23]=[CH:24][CH:25]=2)=[O:16])=[CH:9][CH:8]=1)(C)C.CCCC[N+](CCCC)(CCCC)CCCC.[F-]. Product: [C:6]([C:7]1[N:12]=[CH:11][C:10]([CH2:13][NH:14][C:15]([C:17]2[C:18]3[CH:19]=[N:20][N:21]([C:26]4[CH:27]=[CH:28][C:29]([F:32])=[CH:30][CH:31]=4)[C:22]=3[CH:23]=[CH:24][CH:25]=2)=[O:16])=[CH:9][CH:8]=1)#[CH:5]. The catalyst class is: 165. (4) Reactant: [NH2:1][C:2]1[CH:3]=[C:4]([N:8]([C:16]2([C:40]([O:42][CH3:43])=[O:41])[CH2:21][CH2:20][N:19]([CH2:22][CH:23]([C:34]3[CH:39]=[CH:38][CH:37]=[CH:36][CH:35]=3)[C:24]([O:26][CH2:27][C:28]3[CH:33]=[CH:32][CH:31]=[CH:30][CH:29]=3)=[O:25])[CH2:18][CH2:17]2)[C:9]([C:11]2[O:12][CH:13]=[CH:14][CH:15]=2)=[O:10])[CH:5]=[CH:6][CH:7]=1.C(N(CC)CC)C.[C:51](OC(=O)C)(=[O:53])[CH3:52].C(=O)([O-])O.[Na+]. Product: [C:51]([NH:1][C:2]1[CH:3]=[C:4]([N:8]([C:16]2([C:40]([O:42][CH3:43])=[O:41])[CH2:21][CH2:20][N:19]([CH2:22][CH:23]([C:34]3[CH:35]=[CH:36][CH:37]=[CH:38][CH:39]=3)[C:24]([O:26][CH2:27][C:28]3[CH:29]=[CH:30][CH:31]=[CH:32][CH:33]=3)=[O:25])[CH2:18][CH2:17]2)[C:9]([C:11]2[O:12][CH:13]=[CH:14][CH:15]=2)=[O:10])[CH:5]=[CH:6][CH:7]=1)(=[O:53])[CH3:52]. The catalyst class is: 11. (5) Reactant: [O:1]1[C:5]2[CH:6]=[CH:7][CH:8]=[CH:9][C:4]=2[N:3]=[C:2]1[CH:10]([C:15]1[CH:27]=[CH:26][C:18]([C:19]([O:21]C(C)(C)C)=[O:20])=[CH:17][CH:16]=1)[C:11]([O:13][CH3:14])=[O:12].FC(F)(F)C(O)=O. Product: [O:1]1[C:5]2[CH:6]=[CH:7][CH:8]=[CH:9][C:4]=2[N:3]=[C:2]1[CH:10]([C:15]1[CH:16]=[CH:17][C:18]([C:19]([OH:21])=[O:20])=[CH:26][CH:27]=1)[C:11]([O:13][CH3:14])=[O:12]. The catalyst class is: 2. (6) Reactant: [Cl:1][C:2]1[CH:7]=[C:6]([S:8][C:9]2[CH:14]=[CH:13][C:12]([NH2:15])=[CH:11][CH:10]=2)[CH:5]=[CH:4][C:3]=1[NH:16][C:17](=[O:25])[C:18]([O:21][C:22](=[O:24])[CH3:23])([CH3:20])[CH3:19].C(N(CC)CC)C.[CH3:33][S:34](Cl)(=[O:36])=[O:35]. Product: [Cl:1][C:2]1[CH:7]=[C:6]([S:8][C:9]2[CH:10]=[CH:11][C:12]([N:15]([S:34]([CH3:33])(=[O:36])=[O:35])[S:34]([CH3:33])(=[O:36])=[O:35])=[CH:13][CH:14]=2)[CH:5]=[CH:4][C:3]=1[NH:16][C:17](=[O:25])[C:18]([O:21][C:22](=[O:24])[CH3:23])([CH3:20])[CH3:19]. The catalyst class is: 2. (7) Reactant: [Si]([O:8][C@H:9]([C:69]1[CH:78]=[CH:77][C:76]([OH:79])=[C:75]2[C:70]=1[CH:71]=[CH:72][C:73](=[O:80])[NH:74]2)[CH2:10][N:11]([CH2:19][CH2:20][CH2:21][CH2:22][C:23]1([C:28]2[CH:33]=[CH:32][C:31]([NH:34][C:35](=[O:68])[C:36]3[CH:41]=[CH:40][CH:39]=[C:38]([S:42]([C:45]4[CH:46]=[C:47]5[C:52](=[C:53]([CH3:55])[CH:54]=4)[N:51]=[CH:50][C:49]([C:56](=[O:58])[NH2:57])=[C:48]5[NH:59][C:60]4[CH:65]=[CH:64][CH:63]=[C:62]([O:66][CH3:67])[CH:61]=4)(=[O:44])=[O:43])[CH:37]=3)=[CH:30][CH:29]=2)[S:27][CH2:26][CH2:25][S:24]1)C(=O)OC(C)(C)C)(C(C)(C)C)(C)C.FC(F)(F)C(O)=O. Product: [OH:8][C@H:9]([C:69]1[CH:78]=[CH:77][C:76]([OH:79])=[C:75]2[C:70]=1[CH:71]=[CH:72][C:73](=[O:80])[NH:74]2)[CH2:10][NH:11][CH2:19][CH2:20][CH2:21][CH2:22][C:23]1([C:28]2[CH:29]=[CH:30][C:31]([NH:34][C:35]([C:36]3[CH:37]=[C:38]([S:42]([C:45]4[CH:46]=[C:47]5[C:52](=[C:53]([CH3:55])[CH:54]=4)[N:51]=[CH:50][C:49]([C:56]([NH2:57])=[O:58])=[C:48]5[NH:59][C:60]4[CH:65]=[CH:64][CH:63]=[C:62]([O:66][CH3:67])[CH:61]=4)(=[O:44])=[O:43])[CH:39]=[CH:40][CH:41]=3)=[O:68])=[CH:32][CH:33]=2)[S:24][CH2:25][CH2:26][S:27]1. The catalyst class is: 4.